The task is: Predict the reaction yield, written as a fraction of the theoretical maximum amount of product (1.0 means a 100% yield; for example, 0.34 means a 34% yield).. This data is from Reaction yield outcomes from USPTO patents with 853,638 reactions. The reactants are [NH2:1][C:2]1[N:7]=[CH:6][C:5]([N:8]2[CH2:13][CH2:12][N:11]([C:14]([O:16][C:17]([CH3:20])([CH3:19])[CH3:18])=[O:15])[CH2:10][C@@H:9]2[CH3:21])=[CH:4][CH:3]=1.Br[C:23]1[C:24](=[O:31])[N:25]([CH3:30])[CH:26]=[C:27]([Br:29])[CH:28]=1. No catalyst specified. The product is [Br:29][C:27]1[CH:28]=[C:23]([NH:1][C:2]2[N:7]=[CH:6][C:5]([N:8]3[CH2:13][CH2:12][N:11]([C:14]([O:16][C:17]([CH3:20])([CH3:19])[CH3:18])=[O:15])[CH2:10][C@@H:9]3[CH3:21])=[CH:4][CH:3]=2)[C:24](=[O:31])[N:25]([CH3:30])[CH:26]=1. The yield is 0.830.